From a dataset of Forward reaction prediction with 1.9M reactions from USPTO patents (1976-2016). Predict the product of the given reaction. (1) Given the reactants N1C2C(=CC(B(O)O)=CC=2)C=C1.Br[C:14]1[CH:15]=[C:16]2C(I)=C[N:20](S(C3C=CC(C)=CC=3)(=O)=O)[C:17]2=[N:18][CH:19]=1.NC1N=CC(B(O)O)=CC=1.COC1C=C(B(O)O)C=C(OC)C=1OC.Br[C:60]1[CH:61]=[C:62]2[C:68]([C:69]3[CH:70]=[C:71]4[C:75](=[CH:76][CH:77]=3)[NH:74]C=C4)=[CH:67][N:66](S(C3C=CC(C)=CC=3)(=O)=O)[C:63]2=[N:64][CH:65]=1, predict the reaction product. The product is: [NH2:74][C:75]1[CH:76]=[CH:77][C:69]([C:68]2[C:62]3[C:63](=[N:64][CH:65]=[C:60]([C:14]4[CH:15]=[CH:16][C:17]([NH2:20])=[N:18][CH:19]=4)[CH:61]=3)[NH:66][CH:67]=2)=[CH:70][CH:71]=1. (2) The product is: [C:10]([O:9][C:8](=[O:14])[NH:7][CH:4]1[CH2:3][CH2:2][N:1]([CH2:21][C:20]2[CH:15]=[CH:16][C:17]3[O:25][CH2:24][O:23][C:18]=3[CH:19]=2)[CH2:6][CH2:5]1)([CH3:11])([CH3:13])[CH3:12]. Given the reactants [NH:1]1[CH2:6][CH2:5][CH:4]([NH:7][C:8](=[O:14])[O:9][C:10]([CH3:13])([CH3:12])[CH3:11])[CH2:3][CH2:2]1.[CH:15]1[C:20]([CH:21]=O)=[CH:19][C:18]2[O:23][CH2:24][O:25][C:17]=2[CH:16]=1.C(O[BH-](OC(=O)C)OC(=O)C)(=O)C.[Na+].[OH-].[Na+], predict the reaction product. (3) Given the reactants [OH:1][CH2:2][CH:3]([NH:6][C:7](=[O:33])[C:8]1[CH:13]=[CH:12][C:11]([CH:14]([C:26]2[CH:31]=[CH:30][CH:29]=[CH:28][C:27]=2[CH3:32])[CH2:15][C:16]([C:18]2[CH:23]=[CH:22][C:21](=[O:24])[N:20]([CH3:25])[CH:19]=2)=O)=[CH:10][CH:9]=1)[CH2:4][OH:5].Cl.[NH2:35][OH:36].C(=O)([O-])O.[Na+], predict the reaction product. The product is: [OH:5][CH2:4][CH:3]([NH:6][C:7](=[O:33])[C:8]1[CH:13]=[CH:12][C:11]([CH:14]([C:26]2[CH:31]=[CH:30][CH:29]=[CH:28][C:27]=2[CH3:32])[CH2:15]/[C:16](=[N:35]\[OH:36])/[C:18]2[CH:23]=[CH:22][C:21](=[O:24])[N:20]([CH3:25])[CH:19]=2)=[CH:10][CH:9]=1)[CH2:2][OH:1]. (4) Given the reactants [C:1]([O:4][CH2:5][CH:6]([N:12]1[CH:21]=[CH:20][C:19]2[C:14](=[CH:15][CH:16]=[CH:17][C:18]=2[NH2:22])[C:13]1=[O:23])[CH2:7][O:8][C:9](=[O:11])[CH3:10])(=[O:3])[CH3:2].[CH:24]1([CH2:31][C:32](O)=[O:33])[CH2:30][CH2:29][CH2:28][CH2:27][CH2:26][CH2:25]1.F[P-](F)(F)(F)(F)F.C[N+](C)=C(N(C)C)ON1C2N=CC=CC=2N=N1.C(N(CC)C(C)C)(C)C, predict the reaction product. The product is: [C:9]([O:8][CH2:7][CH:6]([N:12]1[CH:21]=[CH:20][C:19]2[C:14](=[CH:15][CH:16]=[CH:17][C:18]=2[NH:22][C:32](=[O:33])[CH2:31][CH:24]2[CH2:30][CH2:29][CH2:28][CH2:27][CH2:26][CH2:25]2)[C:13]1=[O:23])[CH2:5][O:4][C:1](=[O:3])[CH3:2])(=[O:11])[CH3:10]. (5) Given the reactants [CH2:1]([O:3][C:4]([C:6]1[C:15](=[O:16])[C:14]2[C:9](=[C:10](/[CH:19]=[CH:20]\[CH2:21][C@H:22]3[CH2:26][C@H:25]([CH2:27][NH:28]C(OC(C)(C)C)=O)[CH2:24][N:23]3C(OC(C)(C)C)=O)[C:11]([F:18])=[C:12]([F:17])[CH:13]=2)[N:8]([CH:43]2[CH2:45][CH2:44]2)[CH:7]=1)=[O:5])[CH3:2].FC(F)(F)C(O)=O, predict the reaction product. The product is: [CH2:1]([O:3][C:4]([C:6]1[C:15](=[O:16])[C:14]2[C:9](=[C:10](/[CH:19]=[CH:20]\[CH2:21][C@H:22]3[CH2:26][C@H:25]([CH2:27][NH2:28])[CH2:24][NH:23]3)[C:11]([F:18])=[C:12]([F:17])[CH:13]=2)[N:8]([CH:43]2[CH2:44][CH2:45]2)[CH:7]=1)=[O:5])[CH3:2]. (6) Given the reactants C[O:2][C:3](=[O:14])[C:4]([C@H:7]1[CH2:12][CH2:11][C@@H:10]([OH:13])[CH2:9][CH2:8]1)([CH3:6])[CH3:5].[OH-].[Li+].Cl, predict the reaction product. The product is: [OH:13][C@@H:10]1[CH2:9][CH2:8][C@H:7]([C:4]([CH3:6])([CH3:5])[C:3]([OH:14])=[O:2])[CH2:12][CH2:11]1.